This data is from Forward reaction prediction with 1.9M reactions from USPTO patents (1976-2016). The task is: Predict the product of the given reaction. (1) Given the reactants [Br:1][C:2]1[CH:7]=[CH:6][C:5]([OH:8])=[C:4]([N+:9]([O-:11])=[O:10])[CH:3]=1.Br[CH2:13][C:14]1[CH:19]=[CH:18][CH:17]=[CH:16][CH:15]=1.C([O-])([O-])=O.[K+].[K+], predict the reaction product. The product is: [CH2:13]([O:8][C:5]1[CH:6]=[CH:7][C:2]([Br:1])=[CH:3][C:4]=1[N+:9]([O-:11])=[O:10])[C:14]1[CH:19]=[CH:18][CH:17]=[CH:16][CH:15]=1. (2) Given the reactants [NH2:1][C:2]1[NH:3][N:4]=[CH:5][CH:6]=1.FC1C=CC(C(O[C:15]([C:23]2[CH:28]=[CH:27][C:26]([F:29])=[CH:25][CH:24]=2)=[CH:16][C:17]2[CH:22]=[CH:21][N:20]=[CH:19][CH:18]=2)=O)=CC=1, predict the reaction product. The product is: [F:29][C:26]1[CH:25]=[CH:24][C:23]([C:15]2[C:16]([C:17]3[CH:18]=[CH:19][N:20]=[CH:21][CH:22]=3)=[C:15]([C:23]3[CH:28]=[CH:27][C:26]([F:29])=[CH:25][CH:24]=3)[N:1]=[C:2]3[NH:3][N:4]=[CH:5][C:6]=23)=[CH:28][CH:27]=1. (3) Given the reactants [Cl:1][C:2]1[C:3]([C:8]([OH:10])=O)=[N:4][CH:5]=[CH:6][N:7]=1.Cl.[CH3:12][NH:13][O:14][CH3:15].CCN(C(C)C)C(C)C, predict the reaction product. The product is: [Cl:1][C:2]1[C:3]([C:8]([N:13]([O:14][CH3:15])[CH3:12])=[O:10])=[N:4][CH:5]=[CH:6][N:7]=1. (4) Given the reactants [CH2:1]([C:4]1([CH3:14])[C:9](=[O:10])[N:8]([CH3:11])[C:7](=[O:12])[NH:6][C:5]1=[O:13])[CH:2]=[CH2:3].N#N.[H-].[Na+].Br[CH2:20][C:21]([C:23]1[CH:28]=[CH:27][CH:26]=[CH:25][CH:24]=1)=[O:22], predict the reaction product. The product is: [CH2:1]([C:4]1([CH3:14])[C:9](=[O:10])[N:8]([CH3:11])[C:7](=[O:12])[N:6]([CH2:20][C:21](=[O:22])[C:23]2[CH:28]=[CH:27][CH:26]=[CH:25][CH:24]=2)[C:5]1=[O:13])[CH:2]=[CH2:3]. (5) Given the reactants [CH3:1][C:2]1[CH:6]=[C:5]([NH2:7])[N:4]([C:8]2[CH:13]=[CH:12][CH:11]=[CH:10][C:9]=2[CH3:14])[N:3]=1.[CH3:15][O:16][C:17](=[O:34])[C:18]1[CH:23]=[C:22]([CH2:24][CH3:25])[CH:21]=[CH:20][C:19]=1OS(C(F)(F)F)(=O)=O.P([O-])([O-])([O-])=O.[K+].[K+].[K+].O, predict the reaction product. The product is: [CH3:15][O:16][C:17](=[O:34])[C:18]1[CH:23]=[C:22]([CH2:24][CH3:25])[CH:21]=[CH:20][C:19]=1[NH:7][C:5]1[N:4]([C:8]2[CH:13]=[CH:12][CH:11]=[CH:10][C:9]=2[CH3:14])[N:3]=[C:2]([CH3:1])[CH:6]=1. (6) Given the reactants Br[C:2]1[CH:11]=[C:10]2[C:5]([CH:6]=[CH:7][NH:8][C:9]2=[O:12])=[C:4]([N+:13]([O-:15])=[O:14])[CH:3]=1.[CH3:16][N:17]1[CH:21]=[C:20]([CH3:22])[N:19]=[N:18]1.CCCCP(C12CC3CC(CC(C3)C1)C2)C12CC3CC(CC(C3)C1)C2.C([O-])(=O)C.[K+], predict the reaction product. The product is: [CH3:16][N:17]1[C:21]([C:2]2[CH:11]=[C:10]3[C:5]([CH:6]=[CH:7][NH:8][C:9]3=[O:12])=[C:4]([N+:13]([O-:15])=[O:14])[CH:3]=2)=[C:20]([CH3:22])[N:19]=[N:18]1.